Dataset: Reaction yield outcomes from USPTO patents with 853,638 reactions. Task: Predict the reaction yield, written as a fraction of the theoretical maximum amount of product (1.0 means a 100% yield; for example, 0.34 means a 34% yield). (1) The product is [F:1][C:2]1[CH:7]=[CH:6][C:5]([F:8])=[CH:4][C:3]=1[C@H:9]1[CH2:13][CH2:12][CH2:11][N:10]1[C:14]1[CH:19]=[CH:18][N:17]2[N:20]=[CH:21][C:22]([NH:23][C:30]([C@H:27]3[CH2:28][CH2:29][C@@H:25]([OH:24])[CH2:26]3)=[O:31])=[C:16]2[N:15]=1. The reactants are [F:1][C:2]1[CH:7]=[CH:6][C:5]([F:8])=[CH:4][C:3]=1[C@H:9]1[CH2:13][CH2:12][CH2:11][N:10]1[C:14]1[CH:19]=[CH:18][N:17]2[N:20]=[CH:21][C:22]([NH2:23])=[C:16]2[N:15]=1.[OH:24][C@@H:25]1[CH2:29][CH2:28][C@H:27]([C:30](O)=[O:31])[CH2:26]1.F[B-](F)(F)F.N1(OC(N(C)C)=[N+](C)C)C2C=CC=CC=2N=N1.CCN(C(C)C)C(C)C. The yield is 0.300. The catalyst is CC(N(C)C)=O. (2) The reactants are [C:1]([N:4]1[C:8]2=[N:9][C:10]3[N:11]([CH3:29])[C:12](=[O:28])[N:13]([CH2:17][CH2:18][CH2:19][CH2:20][C@@H:21](OS(C)(=O)=O)[CH3:22])[C:14](=[O:16])[C:15]=3[N:7]2[CH2:6][CH2:5]1)(=[O:3])[CH3:2].[N-:30]=[N+:31]=[N-:32].[Na+].O. The catalyst is CS(C)=O. The product is [C:1]([N:4]1[C:8]2=[N:9][C:10]3[N:11]([CH3:29])[C:12](=[O:28])[N:13]([CH2:17][CH2:18][CH2:19][CH2:20][C@H:21]([N:30]=[N+:31]=[N-:32])[CH3:22])[C:14](=[O:16])[C:15]=3[N:7]2[CH2:6][CH2:5]1)(=[O:3])[CH3:2]. The yield is 0.840. (3) The reactants are [CH3:1][O:2][C:3]1[CH:8]=[CH:7][C:6]([C:9]2[N:10]=[N:11][N:12]([CH3:14])[N:13]=2)=[CH:5][C:4]=1[CH2:15]O.C1(P(C2C=CC=CC=2)C2C=CC=CC=2)C=CC=CC=1.[Br:36]N1C(=O)CCC1=O. The catalyst is C(Cl)Cl. The product is [Br:36][CH2:15][C:4]1[CH:5]=[C:6]([C:9]2[N:10]=[N:11][N:12]([CH3:14])[N:13]=2)[CH:7]=[CH:8][C:3]=1[O:2][CH3:1]. The yield is 0.630. (4) The reactants are [OH:1][C:2]([CH:5]1[CH2:9][O:8][C:7]([CH3:11])([CH3:10])[N:6]1[C:12]([O:14][C:15]([CH3:18])([CH3:17])[CH3:16])=[O:13])([CH3:4])[CH3:3].[CH3:19]I.[H-].[Na+].O. The catalyst is CN(C)C=O. The product is [CH3:19][O:1][C:2]([CH:5]1[CH2:9][O:8][C:7]([CH3:10])([CH3:11])[N:6]1[C:12]([O:14][C:15]([CH3:18])([CH3:17])[CH3:16])=[O:13])([CH3:4])[CH3:3]. The yield is 0.950.